Predict the product of the given reaction. From a dataset of Forward reaction prediction with 1.9M reactions from USPTO patents (1976-2016). Given the reactants [NH2:1][NH2:2].Cl[C:4]1[CH:9]=[C:8]([C:10]2[CH:15]=[CH:14][CH:13]=[CH:12][N:11]=2)[N:7]=[C:6]([C:16]2[CH:21]=[CH:20][CH:19]=[CH:18][N:17]=2)[CH:5]=1, predict the reaction product. The product is: [N:11]1[CH:12]=[CH:13][CH:14]=[CH:15][C:10]=1[C:8]1[CH:9]=[C:4]([NH:1][NH2:2])[CH:5]=[C:6]([C:16]2[CH:21]=[CH:20][CH:19]=[CH:18][N:17]=2)[N:7]=1.